Dataset: TCR-epitope binding with 47,182 pairs between 192 epitopes and 23,139 TCRs. Task: Binary Classification. Given a T-cell receptor sequence (or CDR3 region) and an epitope sequence, predict whether binding occurs between them. (1) The epitope is VSFIEFVGW. The TCR CDR3 sequence is CASRSGQDYGYTF. Result: 0 (the TCR does not bind to the epitope). (2) The epitope is SEISMDNSPNL. The TCR CDR3 sequence is CASSPGLPYEQYF. Result: 1 (the TCR binds to the epitope). (3) Result: 0 (the TCR does not bind to the epitope). The TCR CDR3 sequence is CASSYSPDYNSPLHF. The epitope is MPASWVMRI. (4) The epitope is TPQDLNTML. The TCR CDR3 sequence is CASSLYRDGNTEAFF. Result: 0 (the TCR does not bind to the epitope). (5) The epitope is QIKVRVKMV. The TCR CDR3 sequence is CASSQVVAGGHSEQYF. Result: 0 (the TCR does not bind to the epitope). (6) The epitope is YIFFASFYY. The TCR CDR3 sequence is CASSYSKGNEQFF. Result: 1 (the TCR binds to the epitope). (7) The TCR CDR3 sequence is CASRPTSGGQADTQYF. The epitope is GTSGSPIINR. Result: 0 (the TCR does not bind to the epitope). (8) The epitope is TPRVTGGGAM. The TCR CDR3 sequence is CSAGGNTEAFF. Result: 0 (the TCR does not bind to the epitope).